Dataset: Catalyst prediction with 721,799 reactions and 888 catalyst types from USPTO. Task: Predict which catalyst facilitates the given reaction. (1) Reactant: [C:1]([C:4]1[CH:5]=[CH:6][CH:7]=[C:8]2[C:13]=1[N:12]=[C:11]([NH:14][C:15]([CH3:26])([CH3:25])[CH2:16][NH:17][C:18](=[O:24])[O:19][C:20]([CH3:23])([CH3:22])[CH3:21])[C:10]([CH3:27])=[N:9]2)(=[O:3])[CH3:2].FC(F)(F)S(O[Si:34]([C:37]([CH3:40])([CH3:39])[CH3:38])([CH3:36])[CH3:35])(=O)=O. Product: [Si:34]([O:3][C:1]([C:4]1[CH:5]=[CH:6][CH:7]=[C:8]2[C:13]=1[N:12]=[C:11]([NH:14][C:15]([CH3:26])([CH3:25])[CH2:16][NH:17][C:18](=[O:24])[O:19][C:20]([CH3:21])([CH3:23])[CH3:22])[C:10]([CH3:27])=[N:9]2)=[CH2:2])([C:37]([CH3:40])([CH3:39])[CH3:38])([CH3:36])[CH3:35]. The catalyst class is: 2. (2) Reactant: [CH2:1]([N:3]1[C:8]2[CH:9]=[C:10]([C:12]3[CH:17]=[CH:16][C:15]([S:18]([N:21]4[CH2:26][CH2:25][N:24]([CH2:27]CC5C=CC=CC=5)[CH2:23][CH2:22]4)(=[O:20])=[O:19])=[CH:14][CH:13]=3)[NH:11][C:7]=2[C:6](=[O:35])[N:5]([CH2:36]C)[C:4]1=[O:38])C.C(N([CH2:44][CH3:45])CC)C. The catalyst class is: 4. Product: [CH2:27]([N:24]1[CH2:25][CH2:26][N:21]([S:18]([C:15]2[CH:14]=[CH:13][C:12]([C:10]3[NH:11][C:7]4[C:6](=[O:35])[N:5]([CH3:36])[C:4](=[O:38])[N:3]([CH3:1])[C:8]=4[CH:9]=3)=[CH:17][CH:16]=2)(=[O:20])=[O:19])[CH2:22][CH2:23]1)[C:45]1[CH:44]=[CH:9][CH:8]=[CH:7][CH:6]=1. (3) Reactant: [Cl:1][C:2]1[CH:10]=[C:9]2[C:5]([C:6]([C:11]([OH:13])=O)=[N:7][NH:8]2)=[CH:4][CH:3]=1.[NH4+].[Cl-].C[N:17](C(ON1N=NC2C=CC=CC1=2)=[N+](C)C)C.F[P-](F)(F)(F)(F)F.CCN(C(C)C)C(C)C. Product: [Cl:1][C:2]1[CH:10]=[C:9]2[C:5]([C:6]([C:11]([NH2:17])=[O:13])=[N:7][NH:8]2)=[CH:4][CH:3]=1. The catalyst class is: 3. (4) Reactant: [F:1][C:2]1[CH:3]=[C:4]([CH:9]=[CH:10][C:11]=1[N+:12]([O-])=O)[C:5]([O:7][CH3:8])=[O:6].COC1C=C(C=CC=1[N+]([O-])=O)C(O)=O. Product: [NH2:12][C:11]1[CH:10]=[CH:9][C:4]([C:5]([O:7][CH3:8])=[O:6])=[CH:3][C:2]=1[F:1]. The catalyst class is: 153. (5) Reactant: [OH:1][CH:2]([CH:4]1[CH2:8][CH2:7][CH2:6][N:5]1[C:9]([O:11][C:12]([CH3:15])([CH3:14])[CH3:13])=[O:10])[CH3:3].[CH3:16]I.[H-].[Na+]. Product: [CH3:16][O:1][CH:2]([CH:4]1[CH2:8][CH2:7][CH2:6][N:5]1[C:9]([O:11][C:12]([CH3:14])([CH3:13])[CH3:15])=[O:10])[CH3:3]. The catalyst class is: 3. (6) The catalyst class is: 109. Product: [C:1]([O:5][C:6]([NH:8][C@@H:9]1[C@H:14]([NH:15][C:16]2[N:21]=[C:20]([C:41]3[S:40][N:39]=[C:38]([CH:35]4[CH2:37][CH2:36]4)[CH:42]=3)[C:19]3[C:23](=[O:33])[N:24]([C:26]([O:28][C:29]([CH3:32])([CH3:31])[CH3:30])=[O:27])[CH2:25][C:18]=3[C:17]=2[F:34])[CH2:13][CH2:12][O:11][CH2:10]1)=[O:7])([CH3:4])([CH3:3])[CH3:2]. Reactant: [C:1]([O:5][C:6]([NH:8][C@@H:9]1[C@H:14]([NH:15][C:16]2[N:21]=[C:20](Cl)[C:19]3[C:23](=[O:33])[N:24]([C:26]([O:28][C:29]([CH3:32])([CH3:31])[CH3:30])=[O:27])[CH2:25][C:18]=3[C:17]=2[F:34])[CH2:13][CH2:12][O:11][CH2:10]1)=[O:7])([CH3:4])([CH3:3])[CH3:2].[CH:35]1([C:38]2[CH:42]=[C:41]([Sn](CCCC)(CCCC)CCCC)[S:40][N:39]=2)[CH2:37][CH2:36]1.O. (7) Reactant: [H-].[Na+].[F:3][C:4]1[CH:9]=[C:8]([F:10])[CH:7]=[CH:6][C:5]=1[OH:11].Cl[C:13]1[CH:22]=[CH:21][C:20]2[C:15](=[C:16]([C:23]3[NH:31][C:30]4[CH2:29][CH2:28][NH:27][C:26](=[O:32])[C:25]=4[CH:24]=3)[CH:17]=[CH:18][CH:19]=2)[N:14]=1. Product: [F:3][C:4]1[CH:9]=[C:8]([F:10])[CH:7]=[CH:6][C:5]=1[O:11][C:13]1[CH:22]=[CH:21][C:20]2[C:15](=[C:16]([C:23]3[NH:31][C:30]4[CH2:29][CH2:28][NH:27][C:26](=[O:32])[C:25]=4[CH:24]=3)[CH:17]=[CH:18][CH:19]=2)[N:14]=1. The catalyst class is: 3. (8) Reactant: [NH2:1][CH2:2][C:3]1[CH:19]=[CH:18][C:6]2[S:7][C:8]([C:11]3[CH:16]=[CH:15][N:14]=[C:13]([NH2:17])[N:12]=3)=[C:9]([CH3:10])[C:5]=2[CH:4]=1.[S:20]1[CH:24]=[CH:23][CH:22]=[C:21]1[C:25](O)=[O:26].CN(C(ON1N=NC2C=CC=NC1=2)=[N+](C)C)C.F[P-](F)(F)(F)(F)F. Product: [NH2:17][C:13]1[N:12]=[C:11]([C:8]2[S:7][C:6]3[CH:18]=[CH:19][C:3]([CH2:2][NH:1][C:25]([C:21]4[S:20][CH:24]=[CH:23][CH:22]=4)=[O:26])=[CH:4][C:5]=3[C:9]=2[CH3:10])[CH:16]=[CH:15][N:14]=1. The catalyst class is: 3.